Predict the product of the given reaction. From a dataset of Forward reaction prediction with 1.9M reactions from USPTO patents (1976-2016). (1) Given the reactants [Cl:1][C:2]1[CH:3]=[CH:4][C:5]([OH:10])=[C:6]([CH:9]=1)[C:7]#[N:8].[OH:11][C:12]1[CH:19]=CC=C[C:13]=1C#N, predict the reaction product. The product is: [NH2:8][C:7]1[C:6]2[CH:9]=[C:2]([Cl:1])[CH:3]=[CH:4][C:5]=2[O:10][C:13]=1[C:12](=[O:11])[CH3:19]. (2) Given the reactants [Cl:1][C:2]1[CH:7]=[CH:6][C:5]([NH:8][C:9]2[CH:14]=[CH:13][N:12]=[C:11]([N:15]3[CH:23]=[C:22]4[C:17]([CH:18]=[C:19]([N+:24]([O-])=O)[CH:20]=[CH:21]4)=[N:16]3)[N:10]=2)=[CH:4][CH:3]=1.[C:27](OC(=O)C)(=[O:29])[CH3:28], predict the reaction product. The product is: [Cl:1][C:2]1[CH:7]=[CH:6][C:5]([NH:8][C:9]2[CH:14]=[CH:13][N:12]=[C:11]([N:15]3[CH:23]=[C:22]4[C:17]([CH:18]=[C:19]([NH:24][C:27](=[O:29])[CH3:28])[CH:20]=[CH:21]4)=[N:16]3)[N:10]=2)=[CH:4][CH:3]=1. (3) Given the reactants [CH3:1][C:2]1[C:7]([Cl:8])=[CH:6][CH:5]=[CH:4][C:3]=1[N:9]1[C:13](=[O:14])[NH:12][N:11]=[N:10]1.[C:15](=O)([O-])[O-].[K+].[K+].COS(=O)(=O)OC.C(=O)(O)[O-].[Na+], predict the reaction product. The product is: [CH3:1][C:2]1[C:7]([Cl:8])=[CH:6][CH:5]=[CH:4][C:3]=1[N:9]1[C:13](=[O:14])[N:12]([CH3:15])[N:11]=[N:10]1. (4) Given the reactants [CH3:1]C([O-])(C)C.[K+].[F:7][C:8]([F:24])([F:23])[C:9]1[CH:10]=[C:11]([CH:16]=[C:17]([C:19]([F:22])([F:21])[F:20])[CH:18]=1)[CH:12]=[CH:13][C:14]#[N:15].CC1C=CC(S([CH2:35][N+:36]#[C-])(=O)=O)=CC=1, predict the reaction product. The product is: [F:7][C:8]([F:23])([F:24])[C:9]1[CH:10]=[C:11]([C:12]2[C:13]([C:35]#[N:36])=[CH:14][NH:15][CH:1]=2)[CH:16]=[C:17]([C:19]([F:21])([F:22])[F:20])[CH:18]=1. (5) Given the reactants [ClH:1].[CH2:2]1[C@@H:6]2[CH2:7][C:8](=[O:9])[N:5]2[CH:4]=[CH:3]1, predict the reaction product. The product is: [OH2:9].[OH2:9].[OH2:9].[ClH:1].[CH2:2]1[C@@H:6]2[CH2:7][C:8](=[O:9])[N:5]2[CH:4]=[CH:3]1. (6) Given the reactants [C:1]([C:5]1[CH:10]=[CH:9][C:8]([S:11]([NH:14][CH2:15][C:16]([C:18]2[CH:23]=[CH:22][C:21]([O:24][CH3:25])=[CH:20][CH:19]=2)=[O:17])(=[O:13])=[O:12])=[CH:7][CH:6]=1)([CH3:4])([CH3:3])[CH3:2].[C:26]([O-])([O-])=O.[K+].[K+].IC, predict the reaction product. The product is: [C:1]([C:5]1[CH:6]=[CH:7][C:8]([S:11]([N:14]([CH2:15][C:16]([C:18]2[CH:19]=[CH:20][C:21]([O:24][CH3:25])=[CH:22][CH:23]=2)=[O:17])[CH3:26])(=[O:13])=[O:12])=[CH:9][CH:10]=1)([CH3:4])([CH3:2])[CH3:3]. (7) Given the reactants Br[C:2]1[N:3]=[CH:4][C:5]([NH:8][C:9](=[O:16])[CH2:10][CH2:11][C:12]([O:14][CH3:15])=[O:13])=[N:6][CH:7]=1.[CH2:17]([Sn](CCCC)(CCCC)C=C)[CH2:18]CC.[Cl-].[Li+], predict the reaction product. The product is: [O:16]=[C:9]([NH:8][C:5]1[CH:4]=[N:3][C:2]([CH:17]=[CH2:18])=[CH:7][N:6]=1)[CH2:10][CH2:11][C:12]([O:14][CH3:15])=[O:13]. (8) The product is: [N:1]1[S:2][N:3]=[C:4]2[CH:9]=[C:8]([C:10]([CH2:29][CH3:30])=[C:11]([C:22]3[CH:27]=[CH:26][C:25]([OH:28])=[CH:24][CH:23]=3)[C:12]3[CH:17]=[CH:16][C:15]([O:18][CH2:19][CH2:20][NH:32][CH3:31])=[CH:14][CH:13]=3)[CH:7]=[CH:6][C:5]=12. Given the reactants [N:1]1[S:2][N:3]=[C:4]2[CH:9]=[C:8]([C:10]([CH2:29][CH3:30])=[C:11]([C:22]3[CH:27]=[CH:26][C:25]([OH:28])=[CH:24][CH:23]=3)[C:12]3[CH:17]=[CH:16][C:15]([O:18][CH2:19][CH2:20]Cl)=[CH:14][CH:13]=3)[CH:7]=[CH:6][C:5]=12.[CH3:31][NH2:32], predict the reaction product. (9) Given the reactants [F:1][C:2]1[CH:27]=[C:26]([F:28])[CH:25]=[CH:24][C:3]=1[CH2:4][N:5]([CH2:16][C:17]1[CH:22]=[CH:21][C:20]([OH:23])=[CH:19][CH:18]=1)[C:6]1[CH:11]=[CH:10][CH:9]=[C:8]([N+:12]([O-:14])=[O:13])[C:7]=1[CH3:15].[CH3:29][O:30][C:31](=[O:39])[C:32]1[CH:37]=[CH:36][C:35](Br)=[CH:34][CH:33]=1.[O-]P([O-])([O-])=O.[K+].[K+].[K+].C(P(C(C)(C)C)C1C=CC=CC=1C1C=CC=CC=1)(C)(C)C, predict the reaction product. The product is: [F:1][C:2]1[CH:27]=[C:26]([F:28])[CH:25]=[CH:24][C:3]=1[CH2:4][N:5]([CH2:16][C:17]1[CH:22]=[CH:21][C:20]([O:23][C:35]2[CH:36]=[CH:37][C:32]([C:31]([O:30][CH3:29])=[O:39])=[CH:33][CH:34]=2)=[CH:19][CH:18]=1)[C:6]1[CH:11]=[CH:10][CH:9]=[C:8]([N+:12]([O-:14])=[O:13])[C:7]=1[CH3:15].